This data is from NCI-60 drug combinations with 297,098 pairs across 59 cell lines. The task is: Regression. Given two drug SMILES strings and cell line genomic features, predict the synergy score measuring deviation from expected non-interaction effect. (1) Drug 1: CC12CCC3C(C1CCC2=O)CC(=C)C4=CC(=O)C=CC34C. Drug 2: CC(C)NC(=O)C1=CC=C(C=C1)CNNC.Cl. Cell line: SK-MEL-5. Synergy scores: CSS=55.8, Synergy_ZIP=3.54, Synergy_Bliss=8.31, Synergy_Loewe=5.83, Synergy_HSA=6.15. (2) Drug 1: CC1OCC2C(O1)C(C(C(O2)OC3C4COC(=O)C4C(C5=CC6=C(C=C35)OCO6)C7=CC(=C(C(=C7)OC)O)OC)O)O. Drug 2: CC(C)(C#N)C1=CC(=CC(=C1)CN2C=NC=N2)C(C)(C)C#N. Cell line: HCT-15. Synergy scores: CSS=43.9, Synergy_ZIP=-0.693, Synergy_Bliss=-1.65, Synergy_Loewe=-2.88, Synergy_HSA=-1.90. (3) Drug 1: CC1=CC=C(C=C1)C2=CC(=NN2C3=CC=C(C=C3)S(=O)(=O)N)C(F)(F)F. Drug 2: C1=NC2=C(N=C(N=C2N1C3C(C(C(O3)CO)O)F)Cl)N. Cell line: OVCAR-5. Synergy scores: CSS=6.31, Synergy_ZIP=0.443, Synergy_Bliss=2.46, Synergy_Loewe=-0.309, Synergy_HSA=1.04.